Dataset: Catalyst prediction with 721,799 reactions and 888 catalyst types from USPTO. Task: Predict which catalyst facilitates the given reaction. Reactant: [Cl-].[F:2][C:3]1([F:9])[CH2:8][CH2:7][NH2+:6][CH2:5][CH2:4]1.CCN(C(C)C)C(C)C.[Br:19][C:20]1[CH:25]=[CH:24][C:23]([CH:26]([N:39]=[C:40]=[O:41])[C:27]([C@@H:29]2[CH2:34][CH2:33][CH2:32][CH2:31][C@H:30]2[C:35]([O:37][CH3:38])=[O:36])=[O:28])=[CH:22][CH:21]=1. Product: [Br:19][C:20]1[CH:21]=[CH:22][C:23]([CH:26]([NH:39][C:40]([N:6]2[CH2:7][CH2:8][C:3]([F:9])([F:2])[CH2:4][CH2:5]2)=[O:41])[C:27]([C@@H:29]2[CH2:34][CH2:33][CH2:32][CH2:31][C@H:30]2[C:35]([O:37][CH3:38])=[O:36])=[O:28])=[CH:24][CH:25]=1. The catalyst class is: 4.